This data is from Reaction yield outcomes from USPTO patents with 853,638 reactions. The task is: Predict the reaction yield, written as a fraction of the theoretical maximum amount of product (1.0 means a 100% yield; for example, 0.34 means a 34% yield). The reactants are C([O-])(O)=O.[Na+].[ClH:6].[CH:7]([N:20]1[CH2:23][C:22]([CH:25]2[CH2:27][CH2:26]2)(O)[CH2:21]1)([C:14]1[CH:19]=[CH:18][CH:17]=[CH:16][CH:15]=1)[C:8]1[CH:13]=[CH:12][CH:11]=[CH:10][CH:9]=1.COCCN(S(F)(F)[F:38])CCOC. The catalyst is C(OCC)(=O)C. The product is [ClH:6].[CH:7]([N:20]1[CH2:23][C:22]([CH:25]2[CH2:27][CH2:26]2)([F:38])[CH2:21]1)([C:14]1[CH:19]=[CH:18][CH:17]=[CH:16][CH:15]=1)[C:8]1[CH:13]=[CH:12][CH:11]=[CH:10][CH:9]=1. The yield is 0.610.